Task: Predict the reactants needed to synthesize the given product.. Dataset: Full USPTO retrosynthesis dataset with 1.9M reactions from patents (1976-2016) (1) The reactants are: [C:1](#[N:4])[CH2:2][CH3:3].S(=O)(=O)(O)O.[CH3:10][C:11](O)([CH:13]([CH3:15])[CH3:14])[CH3:12].[OH-].[Na+].[H-].[Al+3].[Li+].[H-].[H-].[H-]. Given the product [CH2:1]([NH:4][C:11]([CH3:12])([CH:13]([CH3:15])[CH3:14])[CH3:10])[CH2:2][CH3:3], predict the reactants needed to synthesize it. (2) The reactants are: CCCCCC.C([Li])CCC.Br[C:13]1[C:22]2[C:17](=[CH:18][CH:19]=[CH:20][CH:21]=2)[CH:16]=[C:15]([CH2:23][C:24]2[S:28][C:27]3[CH:29]=[CH:30][CH:31]=[CH:32][C:26]=3[CH:25]=2)[CH:14]=1.[CH2:33]([O:40][CH:41]1[CH:46]([O:47][CH2:48][C:49]2[CH:54]=[CH:53][CH:52]=[CH:51][CH:50]=2)[CH:45]([O:55][CH2:56][C:57]2[CH:62]=[CH:61][CH:60]=[CH:59][CH:58]=2)[CH:44]([CH2:63][O:64][CH2:65][C:66]2[CH:71]=[CH:70][CH:69]=[CH:68][CH:67]=2)[O:43][C:42]1=[O:72])[C:34]1[CH:39]=[CH:38][CH:37]=[CH:36][CH:35]=1.[Cl-].[NH4+]. Given the product [S:28]1[C:24]([CH2:23][C:15]2[CH:14]=[C:13]([C:42]3([OH:72])[C@H:41]([O:40][CH2:33][C:34]4[CH:35]=[CH:36][CH:37]=[CH:38][CH:39]=4)[C@@H:46]([O:47][CH2:48][C:49]4[CH:54]=[CH:53][CH:52]=[CH:51][CH:50]=4)[C@@H:45]([O:55][CH2:56][C:57]4[CH:58]=[CH:59][CH:60]=[CH:61][CH:62]=4)[C@@H:44]([CH2:63][O:64][CH2:65][C:66]4[CH:67]=[CH:68][CH:69]=[CH:70][CH:71]=4)[O:43]3)[C:22]3[C:17]([CH:16]=2)=[CH:18][CH:19]=[CH:20][CH:21]=3)=[CH:25][C:26]2[CH:32]=[CH:31][CH:30]=[CH:29][C:27]1=2, predict the reactants needed to synthesize it.